This data is from Forward reaction prediction with 1.9M reactions from USPTO patents (1976-2016). The task is: Predict the product of the given reaction. (1) The product is: [N:24]([CH2:6][C@@H:7]1[O:11][C:10](=[O:12])[N:9]([C:13]2[CH:18]=[CH:17][C:16]([C:19]3[CH:23]=[CH:22][O:21][N:20]=3)=[CH:15][CH:14]=2)[CH2:8]1)=[N+:25]=[N-:26]. Given the reactants CS(O[CH2:6][C@@H:7]1[O:11][C:10](=[O:12])[N:9]([C:13]2[CH:18]=[CH:17][C:16]([C:19]3[CH:23]=[CH:22][O:21][N:20]=3)=[CH:15][CH:14]=2)[CH2:8]1)(=O)=O.[N-:24]=[N+:25]=[N-:26].[Na+].CCOC(C)=O, predict the reaction product. (2) Given the reactants C[O:2][C:3]1[CH:4]=[C:5]2[C:10](=[CH:11][CH:12]=1)[CH:9]=[C:8]([C@H:13]([CH3:17])[C:14]([OH:16])=[O:15])[CH:7]=[CH:6]2, predict the reaction product. The product is: [OH:2][C:3]1[CH:4]=[C:5]2[C:10](=[CH:11][CH:12]=1)[CH:9]=[C:8]([C@H:13]([CH3:17])[C:14]([OH:16])=[O:15])[CH:7]=[CH:6]2.